From a dataset of Catalyst prediction with 721,799 reactions and 888 catalyst types from USPTO. Predict which catalyst facilitates the given reaction. (1) Reactant: C(O)(C(F)(F)F)=O.[CH3:8][C:9]1[CH:14]=[C:13]([CH3:15])[CH:12]=[C:11]([CH3:16])[C:10]=1[NH:17][C:18]([NH:20][C:21]1[C:22]([C:31]([NH:33][C@H:34]([C:43]([O:45]C(C)(C)C)=[O:44])[CH2:35][C:36]([O:38]C(C)(C)C)=[O:37])=[O:32])=[CH:23][C:24]2[C:29]([CH:30]=1)=[CH:28][CH:27]=[CH:26][CH:25]=2)=[O:19]. Product: [CH3:16][C:11]1[CH:12]=[C:13]([CH3:15])[CH:14]=[C:9]([CH3:8])[C:10]=1[NH:17][C:18]([NH:20][C:21]1[C:22]([C:31]([NH:33][C@H:34]([C:43]([OH:45])=[O:44])[CH2:35][C:36]([OH:38])=[O:37])=[O:32])=[CH:23][C:24]2[C:29]([CH:30]=1)=[CH:28][CH:27]=[CH:26][CH:25]=2)=[O:19]. The catalyst class is: 2. (2) Reactant: [OH:1][CH:2]([C:4]1[S:8][C:7]([C:9]2[CH:14]=[CH:13][CH:12]=[CH:11][N:10]=2)=[N:6][N:5]=1)[CH3:3].C(N(CC)CC)C.[CH3:22][S:23](Cl)(=[O:25])=[O:24]. Product: [CH3:22][S:23]([O:1][CH:2]([C:4]1[S:8][C:7]([C:9]2[CH:14]=[CH:13][CH:12]=[CH:11][N:10]=2)=[N:6][N:5]=1)[CH3:3])(=[O:25])=[O:24]. The catalyst class is: 4. (3) Reactant: [H-].[Na+].[F:3][C:4]1[CH:5]=[N:6][NH:7][CH:8]=1.Br[CH2:10][C:11]#[N:12].[Cl-].[NH4+]. Product: [F:3][C:4]1[CH:5]=[N:6][N:7]([CH2:10][C:11]#[N:12])[CH:8]=1. The catalyst class is: 7. (4) Reactant: [CH2:1]([N:5]([CH2:37][CH2:38][CH2:39][CH3:40])[C:6]1[N:11]=[C:10]([C:12]2[CH:20]=[CH:19][C:18]([C:21](=[O:36])[NH:22][S:23]([C:26]3[CH:35]=[CH:34][C:33]4[C:28](=[CH:29][CH:30]=[CH:31][CH:32]=4)[CH:27]=3)(=[O:25])=[O:24])=[CH:17][C:13]=2[C:14](O)=[O:15])[CH:9]=[CH:8][N:7]=1)[CH2:2][CH2:3][CH3:4].[N:41]([CH2:44][C@@H:45]1[CH2:54][C:53]2[C:48](=[CH:49][CH:50]=[CH:51][CH:52]=2)[CH2:47][NH:46]1)=[N+]=[N-].C1C=CC(P(C2C=CC=CC=2)C2C=CC=CC=2)=CC=1.[OH-].[Na+].Cl. Product: [NH2:41][CH2:44][C@@H:45]1[CH2:54][C:53]2[C:48](=[CH:49][CH:50]=[CH:51][CH:52]=2)[CH2:47][N:46]1[C:14]([C:13]1[CH:17]=[C:18]([CH:19]=[CH:20][C:12]=1[C:10]1[CH:9]=[CH:8][N:7]=[C:6]([N:5]([CH2:37][CH2:38][CH2:39][CH3:40])[CH2:1][CH2:2][CH2:3][CH3:4])[N:11]=1)[C:21]([NH:22][S:23]([C:26]1[CH:35]=[CH:34][C:33]2[C:28](=[CH:29][CH:30]=[CH:31][CH:32]=2)[CH:27]=1)(=[O:25])=[O:24])=[O:36])=[O:15]. The catalyst class is: 1. (5) Reactant: [F:1][CH:2]([F:16])[C:3]1[CH:15]=[C:6]2[C:7]([CH2:13][OH:14])=[CH:8][CH:9]=[C:10]([O:11][CH3:12])[N:5]2[N:4]=1. Product: [F:16][CH:2]([F:1])[C:3]1[CH:15]=[C:6]2[C:7]([CH:13]=[O:14])=[CH:8][CH:9]=[C:10]([O:11][CH3:12])[N:5]2[N:4]=1. The catalyst class is: 327.